This data is from Experimentally validated miRNA-target interactions with 360,000+ pairs, plus equal number of negative samples. The task is: Binary Classification. Given a miRNA mature sequence and a target amino acid sequence, predict their likelihood of interaction. (1) The miRNA is hsa-miR-554 with sequence GCUAGUCCUGACUCAGCCAGU. The protein sequence of the target gene is MEDEMPKTLYVGNLSRDVTEALILQLFSQIGPCKNCKMIMDTAGNDPYCFVEFHEHRHAAAALAAMNGRKIMGKEVKVNWATTPSSQKKDTSSSTVVSTQRSQDHFHVFVGDLSPEITTEDIKAAFAPFGRISDARVVKDMATGKSKGYGFVSFFNKWDAENAIQQMGGQWLGGRQIRTNWATRKPPAPKSTYESNTKQLSYDEVVSQSSPNNCTVYCGGVTSGLTEQLMRQTFSPFGQIMEIRVFPDKGYSFVRFSSHESAAHAIVSVNGTTIEGHVVKCYWGKETLDMINPVQQQNQI.... Result: 0 (no interaction). (2) The miRNA is mmu-miR-3062-5p with sequence GGAGAAUGUAGUGUUACCGUGA. The protein sequence of the target gene is MTTTTTFKGVDPNSRNSSRVLRPPGGGSNFSLGFDEPTEQPVRKNKMASNIFGTPEENQASWAKSAGAKSSGGREDLESSGLQRRNSSEASSGDFLDLKGEGDIHENVDTDLPGSLGQSEEKPVPAAPVPSPVAPAPVPSRRNPPGGKSSLVLG. Result: 0 (no interaction).